From a dataset of NCI-60 drug combinations with 297,098 pairs across 59 cell lines. Regression. Given two drug SMILES strings and cell line genomic features, predict the synergy score measuring deviation from expected non-interaction effect. (1) Drug 1: CC1C(C(CC(O1)OC2CC(CC3=C2C(=C4C(=C3O)C(=O)C5=C(C4=O)C(=CC=C5)OC)O)(C(=O)C)O)N)O.Cl. Drug 2: CC1=C(C(CCC1)(C)C)C=CC(=CC=CC(=CC(=O)O)C)C. Cell line: NCI-H322M. Synergy scores: CSS=9.12, Synergy_ZIP=-1.49, Synergy_Bliss=-2.98, Synergy_Loewe=-2.55, Synergy_HSA=-2.92. (2) Drug 1: C1=CC=C(C=C1)NC(=O)CCCCCCC(=O)NO. Drug 2: C1C(C(OC1N2C=NC3=C2NC=NCC3O)CO)O. Cell line: HL-60(TB). Synergy scores: CSS=19.0, Synergy_ZIP=-4.94, Synergy_Bliss=-1.58, Synergy_Loewe=-6.36, Synergy_HSA=-0.839. (3) Drug 1: CC1=C2C(C(=O)C3(C(CC4C(C3C(C(C2(C)C)(CC1OC(=O)C(C(C5=CC=CC=C5)NC(=O)OC(C)(C)C)O)O)OC(=O)C6=CC=CC=C6)(CO4)OC(=O)C)OC)C)OC. Drug 2: CC(C)(C#N)C1=CC(=CC(=C1)CN2C=NC=N2)C(C)(C)C#N. Synergy scores: CSS=64.6, Synergy_ZIP=11.3, Synergy_Bliss=10.6, Synergy_Loewe=-20.1, Synergy_HSA=11.0. Cell line: OVCAR3. (4) Drug 1: C1=CC(=CC=C1CC(C(=O)O)N)N(CCCl)CCCl.Cl. Drug 2: CC(C)(C#N)C1=CC(=CC(=C1)CN2C=NC=N2)C(C)(C)C#N. Cell line: OVCAR-8. Synergy scores: CSS=20.7, Synergy_ZIP=-4.54, Synergy_Bliss=-2.58, Synergy_Loewe=-4.18, Synergy_HSA=-4.68. (5) Drug 1: C1CN1C2=NC(=NC(=N2)N3CC3)N4CC4. Drug 2: CC12CCC3C(C1CCC2O)C(CC4=C3C=CC(=C4)O)CCCCCCCCCS(=O)CCCC(C(F)(F)F)(F)F. Cell line: LOX IMVI. Synergy scores: CSS=30.4, Synergy_ZIP=5.61, Synergy_Bliss=9.07, Synergy_Loewe=-13.9, Synergy_HSA=4.17. (6) Cell line: SK-MEL-28. Drug 2: C1CN(P(=O)(OC1)NCCCl)CCCl. Drug 1: C1CN(CCN1C(=O)CCBr)C(=O)CCBr. Synergy scores: CSS=13.1, Synergy_ZIP=-6.45, Synergy_Bliss=-5.96, Synergy_Loewe=-7.86, Synergy_HSA=-2.70. (7) Drug 1: C1CN1P(=S)(N2CC2)N3CC3. Drug 2: CN(C(=O)NC(C=O)C(C(C(CO)O)O)O)N=O. Cell line: HT29. Synergy scores: CSS=0.280, Synergy_ZIP=-1.81, Synergy_Bliss=0.505, Synergy_Loewe=-12.2, Synergy_HSA=-3.93. (8) Drug 1: C1=CC(=CC=C1C#N)C(C2=CC=C(C=C2)C#N)N3C=NC=N3. Drug 2: CS(=O)(=O)OCCCCOS(=O)(=O)C. Cell line: SF-295. Synergy scores: CSS=1.63, Synergy_ZIP=-0.516, Synergy_Bliss=-1.65, Synergy_Loewe=0.117, Synergy_HSA=-1.40. (9) Drug 1: C1C(C(OC1N2C=NC3=C(N=C(N=C32)Cl)N)CO)O. Drug 2: CC1=C(C=C(C=C1)C(=O)NC2=CC(=CC(=C2)C(F)(F)F)N3C=C(N=C3)C)NC4=NC=CC(=N4)C5=CN=CC=C5. Cell line: SK-MEL-28. Synergy scores: CSS=-0.169, Synergy_ZIP=-0.178, Synergy_Bliss=-1.04, Synergy_Loewe=-2.78, Synergy_HSA=-2.82. (10) Drug 1: CC1C(C(CC(O1)OC2CC(OC(C2O)C)OC3=CC4=CC5=C(C(=O)C(C(C5)C(C(=O)C(C(C)O)O)OC)OC6CC(C(C(O6)C)O)OC7CC(C(C(O7)C)O)OC8CC(C(C(O8)C)O)(C)O)C(=C4C(=C3C)O)O)O)O. Drug 2: COCCOC1=C(C=C2C(=C1)C(=NC=N2)NC3=CC=CC(=C3)C#C)OCCOC.Cl. Cell line: RPMI-8226. Synergy scores: CSS=13.1, Synergy_ZIP=0.223, Synergy_Bliss=0.205, Synergy_Loewe=-38.0, Synergy_HSA=0.0754.